The task is: Predict the reactants needed to synthesize the given product.. This data is from Full USPTO retrosynthesis dataset with 1.9M reactions from patents (1976-2016). (1) Given the product [Cl:18][C:19]1[CH:20]=[CH:21][C:22]([CH:25]2[CH2:29][CH2:28][CH2:27][O:26]2)=[CH:23][CH:24]=1, predict the reactants needed to synthesize it. The reactants are: ClC1C=CC(B(O)O)=CC=1.C(N(CC)CC)C.[Cl:18][C:19]1[CH:24]=[CH:23][C:22]([CH:25]2[CH:29]=[CH:28][CH2:27][O:26]2)=[CH:21][CH:20]=1.[BH4-].[Na+]. (2) Given the product [CH3:31][O:32][C:33]1[CH:38]=[CH:37][C:36]([O:39][CH2:40][CH2:41][O:42][CH2:43][N:15]2[C:14]3[C:13](=[O:17])[NH:12][C:11]([NH2:18])=[N:10][C:9]=3[N:8]=[CH:16]2)=[CH:35][CH:34]=1, predict the reactants needed to synthesize it. The reactants are: C1(C(C2C=CC=CC=2)(C2C=CC=CC=2)[N:8]2[CH:16]=[N:15][C:14]3[C:13](=[O:17])[NH:12][C:11]([NH2:18])=[N:10][C:9]2=3)C=CC=CC=1.[CH3:31][O:32][C:33]1[CH:38]=[CH:37][C:36]([O:39][CH2:40][CH2:41][O:42][CH2:43]Cl)=[CH:35][CH:34]=1.CCO.